From a dataset of Peptide-MHC class II binding affinity with 134,281 pairs from IEDB. Regression. Given a peptide amino acid sequence and an MHC pseudo amino acid sequence, predict their binding affinity value. This is MHC class II binding data. (1) The peptide sequence is FVNTLVASSGSYAAT. The MHC is DRB1_0701 with pseudo-sequence DRB1_0701. The binding affinity (normalized) is 0.682. (2) The peptide sequence is NLEIDMIVDTISDFR. The MHC is HLA-DPA10103-DPB10301 with pseudo-sequence HLA-DPA10103-DPB10301. The binding affinity (normalized) is 0.138. (3) The peptide sequence is ALTEALRVIAGAFEV. The MHC is HLA-DPA10201-DPB10501 with pseudo-sequence HLA-DPA10201-DPB10501. The binding affinity (normalized) is 0.226. (4) The peptide sequence is SGTNNKTMAVCTNAK. The MHC is HLA-DQA10201-DQB10202 with pseudo-sequence HLA-DQA10201-DQB10202. The binding affinity (normalized) is 0. (5) The peptide sequence is PQLPQFLQPQPY. The MHC is DRB1_1201 with pseudo-sequence DRB1_1201. The binding affinity (normalized) is 0.179. (6) The peptide sequence is EDVGYPIIIDQKYCP. The MHC is DRB1_0701 with pseudo-sequence DRB1_0701. The binding affinity (normalized) is 0.205. (7) The peptide sequence is EICEVVLAKSPDTTC. The MHC is HLA-DPA10201-DPB11401 with pseudo-sequence HLA-DPA10201-DPB11401. The binding affinity (normalized) is 0.159.